Dataset: Reaction yield outcomes from USPTO patents with 853,638 reactions. Task: Predict the reaction yield, written as a fraction of the theoretical maximum amount of product (1.0 means a 100% yield; for example, 0.34 means a 34% yield). (1) The reactants are FC(F)(F)S(O[C:7]1[CH:12]=[CH:11][C:10]([N:13]2[CH:18]=[C:17]([O:19][CH3:20])[C:16](=[O:21])[C:15]([C:22]3[N:26]([C:27]4[CH:32]=[CH:31][CH:30]=[CH:29][CH:28]=4)[N:25]=[CH:24][CH:23]=3)=[N:14]2)=[C:9]([F:33])[CH:8]=1)(=O)=O.[CH3:36][N:37]1[CH:41]=[C:40](B2OC(C)(C)C(C)(C)O2)[CH:39]=[N:38]1.C([O-])([O-])=O.[Na+].[Na+].COCCOC. The catalyst is C1C=CC([P]([Pd]([P](C2C=CC=CC=2)(C2C=CC=CC=2)C2C=CC=CC=2)([P](C2C=CC=CC=2)(C2C=CC=CC=2)C2C=CC=CC=2)[P](C2C=CC=CC=2)(C2C=CC=CC=2)C2C=CC=CC=2)(C2C=CC=CC=2)C2C=CC=CC=2)=CC=1.O. The product is [F:33][C:9]1[CH:8]=[C:7]([C:40]2[CH:39]=[N:38][N:37]([CH3:36])[CH:41]=2)[CH:12]=[CH:11][C:10]=1[N:13]1[CH:18]=[C:17]([O:19][CH3:20])[C:16](=[O:21])[C:15]([C:22]2[N:26]([C:27]3[CH:32]=[CH:31][CH:30]=[CH:29][CH:28]=3)[N:25]=[CH:24][CH:23]=2)=[N:14]1. The yield is 0.810. (2) The reactants are [CH3:1][CH:2]([CH3:57])[CH2:3][N:4]([O:37]C(C1C=CC=CC=1)(C1C=CC=CC=1)C1C=CC=CC=1)[C:5](=[O:36])[C@@H:6]([N:30]1[CH2:35][CH2:34][O:33][CH2:32][CH2:31]1)[CH2:7][N:8]([C:13]1[CH:18]=[CH:17][C:16]([O:19][C:20]2[CH:25]=[CH:24][C:23]([C:26]([F:29])([F:28])[F:27])=[CH:22][CH:21]=2)=[CH:15][CH:14]=1)[S:9]([CH3:12])(=[O:11])=[O:10].FC(F)(F)C(O)=O.O.CCOCC.O. The catalyst is CCOCC.CCCCCC. The product is [OH:37][N:4]([CH2:3][CH:2]([CH3:57])[CH3:1])[C:5](=[O:36])[C@@H:6]([N:30]1[CH2:35][CH2:34][O:33][CH2:32][CH2:31]1)[CH2:7][N:8]([C:13]1[CH:14]=[CH:15][C:16]([O:19][C:20]2[CH:21]=[CH:22][C:23]([C:26]([F:27])([F:28])[F:29])=[CH:24][CH:25]=2)=[CH:17][CH:18]=1)[S:9]([CH3:12])(=[O:10])=[O:11]. The yield is 0.750.